This data is from NCI-60 drug combinations with 297,098 pairs across 59 cell lines. The task is: Regression. Given two drug SMILES strings and cell line genomic features, predict the synergy score measuring deviation from expected non-interaction effect. (1) Drug 1: CS(=O)(=O)OCCCCOS(=O)(=O)C. Drug 2: B(C(CC(C)C)NC(=O)C(CC1=CC=CC=C1)NC(=O)C2=NC=CN=C2)(O)O. Cell line: SK-MEL-5. Synergy scores: CSS=5.40, Synergy_ZIP=1.35, Synergy_Bliss=-2.20, Synergy_Loewe=-70.0, Synergy_HSA=-4.62. (2) Drug 2: CCC1(C2=C(COC1=O)C(=O)N3CC4=CC5=C(C=CC(=C5CN(C)C)O)N=C4C3=C2)O. Synergy scores: CSS=73.3, Synergy_ZIP=1.47, Synergy_Bliss=0.975, Synergy_Loewe=2.00, Synergy_HSA=6.37. Drug 1: COCCOC1=C(C=C2C(=C1)C(=NC=N2)NC3=CC=CC(=C3)C#C)OCCOC. Cell line: SK-OV-3. (3) Drug 1: CC1=CC=C(C=C1)C2=CC(=NN2C3=CC=C(C=C3)S(=O)(=O)N)C(F)(F)F. Drug 2: CC1=C(N=C(N=C1N)C(CC(=O)N)NCC(C(=O)N)N)C(=O)NC(C(C2=CN=CN2)OC3C(C(C(C(O3)CO)O)O)OC4C(C(C(C(O4)CO)O)OC(=O)N)O)C(=O)NC(C)C(C(C)C(=O)NC(C(C)O)C(=O)NCCC5=NC(=CS5)C6=NC(=CS6)C(=O)NCCC[S+](C)C)O. Synergy scores: CSS=17.9, Synergy_ZIP=-2.46, Synergy_Bliss=1.34, Synergy_Loewe=-13.7, Synergy_HSA=-0.655. Cell line: M14. (4) Drug 1: CC1C(C(=O)NC(C(=O)N2CCCC2C(=O)N(CC(=O)N(C(C(=O)O1)C(C)C)C)C)C(C)C)NC(=O)C3=C4C(=C(C=C3)C)OC5=C(C(=O)C(=C(C5=N4)C(=O)NC6C(OC(=O)C(N(C(=O)CN(C(=O)C7CCCN7C(=O)C(NC6=O)C(C)C)C)C)C(C)C)C)N)C. Drug 2: C(CC(=O)O)C(=O)CN.Cl. Cell line: ACHN. Synergy scores: CSS=44.5, Synergy_ZIP=-2.10, Synergy_Bliss=-0.540, Synergy_Loewe=-53.4, Synergy_HSA=-0.113. (5) Drug 1: C1=CC(=CC=C1CC(C(=O)O)N)N(CCCl)CCCl.Cl. Drug 2: C1=CC(=CC=C1CCCC(=O)O)N(CCCl)CCCl. Cell line: SNB-19. Synergy scores: CSS=35.2, Synergy_ZIP=12.0, Synergy_Bliss=16.1, Synergy_Loewe=12.6, Synergy_HSA=14.6.